This data is from Experimentally validated miRNA-target interactions with 360,000+ pairs, plus equal number of negative samples. The task is: Binary Classification. Given a miRNA mature sequence and a target amino acid sequence, predict their likelihood of interaction. (1) The miRNA is mmu-miR-124-3p with sequence UAAGGCACGCGGUGAAUGCC. The protein sequence of the target gene is MSLLNCENSCGSSQSSSDCCAAMAASCSAAVKDDSVSGSASTGNLSSSFMEEIQGYDVEFDPPLESKYECPICLMALREAVQTPCGHRFCKACIIKSIRDAGHKCPVDNEILLENQLFPDNFAKREILSLTVKCPNKGCLQKMELRHLEDHQVHCEFALVNCPQCQRPFQKCQVNTHIIEDCPRRQVSCVNCAVSMAYEEKEIHDQSCPLANIICEYCGTILIREQMPNHYDLDCPTAPIPCTFSVFGCHEKMQRNHLARHLQENTQLHMRLLAQAVHNVNLALRPCDAASPSRGCRPED.... Result: 1 (interaction). (2) The miRNA is mmu-miR-6934-3p with sequence ACCUCUGCUCCUGCCCCACCAG. The protein sequence of the target gene is MARGQQKIQSQQKNAKKQAGQKKKQGHDQKAAAKAALIYTCTVCRTQMPDPKTFKQHFESKHPKTPLPPELADVQA. Result: 0 (no interaction).